Dataset: Full USPTO retrosynthesis dataset with 1.9M reactions from patents (1976-2016). Task: Predict the reactants needed to synthesize the given product. (1) Given the product [Br:1][C:2]1[CH:9]=[CH:8][C:5]([CH2:6][NH:17][CH2:18][CH:19]([O:22][CH3:23])[O:20][CH3:21])=[CH:4][C:3]=1[Cl:10], predict the reactants needed to synthesize it. The reactants are: [Br:1][C:2]1[CH:9]=[CH:8][C:5]([CH:6]=O)=[CH:4][C:3]=1[Cl:10].BrC1C=CC(C[NH:17][CH2:18][CH:19]([O:22][CH3:23])[O:20][CH3:21])=CC=1. (2) Given the product [NH2:36][C:18]1[CH:17]=[C:16]([NH:15][C:2](=[O:3])[O:4][CH2:5][CH2:6][O:7][CH2:8][C:9]2[CH:14]=[CH:13][CH:12]=[CH:11][CH:10]=2)[C:21]([S:22](=[O:34])(=[O:35])[NH:23][C:24]2[CH:25]=[CH:26][C:27]3[CH2:31][O:30][B:29]([OH:32])[C:28]=3[CH:33]=2)=[N:20][CH:19]=1, predict the reactants needed to synthesize it. The reactants are: Cl[C:2]([O:4][CH2:5][CH2:6][O:7][CH2:8][C:9]1[CH:14]=[CH:13][CH:12]=[CH:11][CH:10]=1)=[O:3].[NH2:15][C:16]1[CH:17]=[C:18]([NH:36]C(=O)OCC2C=CC=CC=2)[CH:19]=[N:20][C:21]=1[S:22](=[O:35])(=[O:34])[NH:23][C:24]1[CH:25]=[CH:26][C:27]2[CH2:31][O:30][B:29]([OH:32])[C:28]=2[CH:33]=1. (3) Given the product [Br:5][C:6]1[CH:7]=[C:8]([C:12]2[O:1][N:2]=[C:14]([OH:16])[CH:13]=2)[CH:9]=[CH:10][CH:11]=1, predict the reactants needed to synthesize it. The reactants are: [OH:1][NH2:2].[OH-].[Na+].[Br:5][C:6]1[CH:7]=[C:8]([C:12]#[C:13][C:14]([O:16]C)=O)[CH:9]=[CH:10][CH:11]=1. (4) Given the product [Br:8][C:6]1[CH:7]=[C:2]2[C:3]([CH2:17][CH2:18][C:19](=[O:20])[N:21]2[C:22]2[C:27]([Cl:28])=[CH:26][CH:25]=[CH:24][C:23]=2[Cl:29])=[C:4]([C:9]2[CH:14]=[CH:13][C:12]([F:15])=[CH:11][C:10]=2[F:16])[N:5]=1, predict the reactants needed to synthesize it. The reactants are: Br[C:2]1[CH:7]=[C:6]([Br:8])[N:5]=[C:4]([C:9]2[CH:14]=[CH:13][C:12]([F:15])=[CH:11][C:10]=2[F:16])[C:3]=1[CH2:17][CH2:18][C:19]([NH:21][C:22]1[C:27]([Cl:28])=[CH:26][CH:25]=[CH:24][C:23]=1[Cl:29])=[O:20].C(=O)([O-])[O-].[K+].[K+]. (5) The reactants are: [F:1][C:2]1[CH:10]=[C:9]2[C:5]([CH:6]=[N:7][NH:8]2)=[CH:4][C:3]=1[CH:11]=O.[C:13](/[CH:15]=[C:16](\[O-:18])/[CH3:17])#[N:14].[Na+]. Given the product [F:1][C:2]1[CH:10]=[C:9]2[C:5]([CH:6]=[N:7][NH:8]2)=[CH:4][C:3]=1/[CH:11]=[C:15](/[C:16](=[O:18])[CH3:17])\[C:13]#[N:14], predict the reactants needed to synthesize it. (6) The reactants are: [Cl:1][C:2]1[CH:7]=[CH:6][CH:5]=[CH:4][C:3]=1[C:8]1[C:14]2[CH:15]=[C:16]([C:27]#[N:28])[C:17]([O:19][CH2:20][CH2:21][O:22][CH2:23][CH2:24][O:25][CH3:26])=[CH:18][C:13]=2[NH:12][C:11](=S)[CH2:10][N:9]=1.CO[C:32](OC)([N:34](C)C)[CH3:33].[NH2:39]N. Given the product [Cl:1][C:2]1[CH:7]=[CH:6][CH:5]=[CH:4][C:3]=1[C:8]1[C:14]2[CH:15]=[C:16]([C:27]#[N:28])[C:17]([O:19][CH2:20][CH2:21][O:22][CH2:23][CH2:24][O:25][CH3:26])=[CH:18][C:13]=2[N:12]=[C:11]2[NH:39][NH:34][C:32]([CH3:33])=[C:10]2[N:9]=1, predict the reactants needed to synthesize it.